From a dataset of Forward reaction prediction with 1.9M reactions from USPTO patents (1976-2016). Predict the product of the given reaction. Given the reactants [Cl:1][C:2]1[CH:3]=[C:4]([C:8]2[CH:13]=[CH:12][C:11]([CH2:14][C@@H:15]([NH:24][C:25]([C:27]3[NH:31][C:30](=[O:32])[O:29][N:28]=3)=[O:26])[CH2:16][C@@H:17]([CH3:23])[C:18]([O:20]CC)=[O:19])=[CH:10][CH:9]=2)[CH:5]=[CH:6][CH:7]=1.[OH-].[Na+], predict the reaction product. The product is: [Cl:1][C:2]1[CH:3]=[C:4]([C:8]2[CH:9]=[CH:10][C:11]([CH2:14][C@@H:15]([NH:24][C:25]([C:27]3[NH:31][C:30](=[O:32])[O:29][N:28]=3)=[O:26])[CH2:16][C@@H:17]([CH3:23])[C:18]([OH:20])=[O:19])=[CH:12][CH:13]=2)[CH:5]=[CH:6][CH:7]=1.